From a dataset of Forward reaction prediction with 1.9M reactions from USPTO patents (1976-2016). Predict the product of the given reaction. Given the reactants Cl[C:2]1[C:3]([C:11]([NH2:13])=[O:12])=[N:4][C:5]([CH2:9][CH3:10])=[C:6]([Cl:8])[N:7]=1.[CH3:14][C@H:15]1[CH2:20][N:19]([CH3:21])[CH2:18][CH2:17][N:16]1[C:22]1[CH:28]=[CH:27][C:25]([NH2:26])=[CH:24][CH:23]=1.C(N(C(C)C)CC)(C)C.O1CCOCC1, predict the reaction product. The product is: [Cl:8][C:6]1[N:7]=[C:2]([NH:26][C:25]2[CH:24]=[CH:23][C:22]([N:16]3[CH2:17][CH2:18][N:19]([CH3:21])[CH2:20][C@@H:15]3[CH3:14])=[CH:28][CH:27]=2)[C:3]([C:11]([NH2:13])=[O:12])=[N:4][C:5]=1[CH2:9][CH3:10].